This data is from Full USPTO retrosynthesis dataset with 1.9M reactions from patents (1976-2016). The task is: Predict the reactants needed to synthesize the given product. (1) Given the product [Br:20][C:21]1[CH:27]=[C:26]([CH3:28])[C:24]([NH:25][C:2]2[N:6]([CH3:7])[C:5]3[C:8]([C:12]4[CH:17]=[CH:16][CH:15]=[CH:14][C:13]=4[CH2:18][CH3:19])=[CH:9][CH:10]=[CH:11][C:4]=3[N:3]=2)=[C:23]([O:29][CH3:30])[CH:22]=1, predict the reactants needed to synthesize it. The reactants are: Cl[C:2]1[N:6]([CH3:7])[C:5]2[C:8]([C:12]3[CH:17]=[CH:16][CH:15]=[CH:14][C:13]=3[CH2:18][CH3:19])=[CH:9][CH:10]=[CH:11][C:4]=2[N:3]=1.[Br:20][C:21]1[CH:27]=[C:26]([CH3:28])[C:24]([NH2:25])=[C:23]([O:29][CH3:30])[CH:22]=1.C(=O)([O-])O.[Na+]. (2) Given the product [CH3:10][O:11][C:12]([C@@H:14]([N:22]1[CH2:30][C:26]2[CH:27]=[CH:28][S:29][C:25]=2[CH2:24][CH2:23]1)[C:15]1[C:20]([Cl:21])=[CH:19][CH:18]=[CH:17][CH:16]=1)=[O:13].[OH:4][S:2]([OH:5])(=[O:3])=[O:1], predict the reactants needed to synthesize it. The reactants are: [OH:1][S:2]([OH:5])(=[O:4])=[O:3].C(O)(=O)C.[CH3:10][O:11][C:12]([C@@H:14]([N:22]1[CH2:30][C:26]2[CH:27]=[CH:28][S:29][C:25]=2[CH2:24][CH2:23]1)[C:15]1[CH:16]=[CH:17][CH:18]=[CH:19][C:20]=1[Cl:21])=[O:13]. (3) Given the product [Br:1][C:2]1[CH:7]=[CH:6][C:5]([S:8]([NH:11][C:12]2[CH:13]=[N:14][CH:15]=[C:16]([C:29]3[CH:30]=[CH:31][C:32]4[N:33]=[CH:34][N:35]=[C:36]([O:39][CH:40]5[CH2:45][CH2:44][O:43][CH2:42][CH2:41]5)[C:37]=4[N:38]=3)[CH:17]=2)(=[O:9])=[O:10])=[C:4]([Cl:27])[CH:3]=1, predict the reactants needed to synthesize it. The reactants are: [Br:1][C:2]1[CH:7]=[CH:6][C:5]([S:8]([NH:11][C:12]2[CH:13]=[N:14][CH:15]=[C:16](B3OC(C)(C)C(C)(C)O3)[CH:17]=2)(=[O:10])=[O:9])=[C:4]([Cl:27])[CH:3]=1.Cl[C:29]1[CH:30]=[CH:31][C:32]2[N:33]=[CH:34][N:35]=[C:36]([O:39][CH:40]3[CH2:45][CH2:44][O:43][CH2:42][CH2:41]3)[C:37]=2[N:38]=1.C(=O)(O)[O-].[Na+]. (4) Given the product [CH:31]1[CH:32]=[C:17]2[C:21]([CH2:27][C@@:4]([OH:48])([C:5]([OH:7])=[O:6])[CH2:3][C@H:2]([NH2:1])[C:8]([OH:10])=[O:9])=[CH:22][NH:11][C:12]2=[CH:13][CH:14]=1, predict the reactants needed to synthesize it. The reactants are: [NH2:1][C@H:2]([C:8]([O-:10])=[O:9])[CH2:3][CH2:4][C:5]([O-:7])=[O:6].[NH2:11][C@H:12]([C:17]([O-])=O)[CH2:13][C:14]([O-])=O.N[C@H:21]([C:27](O)=O)[CH2:22]CCCN.N[C@H:31](C(O)=O)[CH2:32]CSC.N[C@H](C(O)=O)CC1C=CC([OH:48])=CC=1.N[C@H](C(O)=O)CC(C)C.N[C@H](C(O)=O)C.N[C@H](C(O)=O)CC1C=CC=CC=1.N[C@H](C(O)=O)CC1C2C(=CC=CC=2)NC=1. (5) Given the product [CH3:1][O:2][C:3]1[CH:4]=[CH:5][C:6]([N+:18]([O-:20])=[O:19])=[C:7]2[C:12]=1[C:11]([C:13]1[N:14]=[CH:15][N:16]([C:21]([O:23][C:24]([CH3:27])([CH3:26])[CH3:25])=[O:22])[CH:17]=1)=[CH:10][CH2:9][CH2:8]2, predict the reactants needed to synthesize it. The reactants are: [CH3:1][O:2][C:3]1[CH:4]=[CH:5][C:6]([N+:18]([O-:20])=[O:19])=[C:7]2[C:12]=1[C:11]([C:13]1[N:14]=[CH:15][NH:16][CH:17]=1)=[CH:10][CH2:9][CH2:8]2.[C:21](O[C:21]([O:23][C:24]([CH3:27])([CH3:26])[CH3:25])=[O:22])([O:23][C:24]([CH3:27])([CH3:26])[CH3:25])=[O:22]. (6) Given the product [CH3:5][O:4][N:3]([CH3:2])[C:38]([C:24]1[C:23](=[O:42])[C:22]([CH2:21][O:20][CH3:19])=[CH:27][N:26]([C:28]2[CH:33]=[CH:32][CH:31]=[C:30]([C:34]([F:35])([F:37])[F:36])[CH:29]=2)[N:25]=1)=[O:39], predict the reactants needed to synthesize it. The reactants are: Cl.[CH3:2][NH:3][O:4][CH3:5].CCN(C(C)C)C(C)C.C[Al](C)C.[CH3:19][O:20][CH2:21][C:22]1[C:23](=[O:42])[C:24]([C:38](OC)=[O:39])=[N:25][N:26]([C:28]2[CH:33]=[CH:32][CH:31]=[C:30]([C:34]([F:37])([F:36])[F:35])[CH:29]=2)[CH:27]=1. (7) Given the product [CH2:15]([O:14][C:12](=[O:13])[NH:11][C@@H:10]1[C:9](=[O:22])[N:8]([CH2:23][C:24]2[CH:29]=[CH:28][C:27]([O:30][CH3:31])=[CH:26][C:25]=2[O:32][CH3:33])[C@@H:7]1[CH2:6][N:36]1[C:35]([CH3:34])=[N:39][CH:38]=[N:37]1)[C:16]1[CH:21]=[CH:20][CH:19]=[CH:18][CH:17]=1, predict the reactants needed to synthesize it. The reactants are: CS(O[CH2:6][C@@H:7]1[C@H:10]([NH:11][C:12]([O:14][CH2:15][C:16]2[CH:21]=[CH:20][CH:19]=[CH:18][CH:17]=2)=[O:13])[C:9](=[O:22])[N:8]1[CH2:23][C:24]1[CH:29]=[CH:28][C:27]([O:30][CH3:31])=[CH:26][C:25]=1[O:32][CH3:33])(=O)=O.[CH3:34][C:35]1[N:39]=[CH:38][NH:37][N:36]=1.C([O-])([O-])=O.[K+].[K+].[Na+].[I-].